Dataset: Full USPTO retrosynthesis dataset with 1.9M reactions from patents (1976-2016). Task: Predict the reactants needed to synthesize the given product. (1) Given the product [CH2:1]([S:8]([CH2:9][CH:10]([CH2:14][O:15][CH:16]1[CH2:17][CH2:18][O:19][CH2:20][CH2:21]1)[C:11]([OH:13])=[O:12])(=[O:22])=[O:28])[C:2]1[CH:3]=[CH:4][CH:5]=[CH:6][CH:7]=1, predict the reactants needed to synthesize it. The reactants are: [CH2:1]([S:8][CH2:9][CH:10]([CH2:14][O:15][CH:16]1[CH2:21][CH2:20][O:19][CH2:18][CH2:17]1)[C:11]([OH:13])=[O:12])[C:2]1[CH:7]=[CH:6][CH:5]=[CH:4][CH:3]=1.[OH:22]OS([O-])=O.[K+].[OH2:28]. (2) Given the product [F:1][C:2]1[CH:12]=[CH:11][CH:10]=[C:9]([F:13])[C:3]=1[C:4]([NH:6][C:7](=[O:8])[N:17]([C:16]1[CH:19]=[CH:20][C:21]([S:23][C:24]([F:33])([F:32])[C:25]([F:30])([F:31])[C:26]([F:27])([F:28])[F:29])=[CH:22][C:15]=1[F:14])[CH3:18])=[O:5], predict the reactants needed to synthesize it. The reactants are: [F:1][C:2]1[CH:12]=[CH:11][CH:10]=[C:9]([F:13])[C:3]=1[C:4]([N:6]=[C:7]=[O:8])=[O:5].[F:14][C:15]1[CH:22]=[C:21]([S:23][C:24]([F:33])([F:32])[C:25]([F:31])([F:30])[C:26]([F:29])([F:28])[F:27])[CH:20]=[CH:19][C:16]=1[NH:17][CH3:18]. (3) The reactants are: [Br:1][C:2]1[C:3](O)=[C:4]([C:13]#[N:14])[C:5](=[O:12])[N:6]([CH2:8][CH:9]([CH3:11])[CH3:10])[CH:7]=1.P(Cl)(Cl)([Cl:18])=O.C(=O)([O-])[O-].[K+].[K+]. Given the product [Br:1][C:2]1[C:3]([Cl:18])=[C:4]([C:13]#[N:14])[C:5](=[O:12])[N:6]([CH2:8][CH:9]([CH3:11])[CH3:10])[CH:7]=1, predict the reactants needed to synthesize it. (4) Given the product [F:9][C:10]([F:21])([F:20])[C:11]1[CH:16]=[CH:15][C:14]([C:2]2[CH:6]=[CH:5][S:4][C:3]=2[CH:7]=[O:8])=[CH:13][CH:12]=1, predict the reactants needed to synthesize it. The reactants are: Br[C:2]1[CH:6]=[CH:5][S:4][C:3]=1[CH:7]=[O:8].[F:9][C:10]([F:21])([F:20])[C:11]1[CH:16]=[CH:15][C:14](B(O)O)=[CH:13][CH:12]=1.C(=O)([O-])[O-].[K+].[K+].C1(C)C=CC=CC=1.